Dataset: Full USPTO retrosynthesis dataset with 1.9M reactions from patents (1976-2016). Task: Predict the reactants needed to synthesize the given product. (1) Given the product [CH3:1][O:2][CH:3]([O:22][CH3:23])[C:4]1[CH:9]=[CH:8][C:7]([O:10][CH2:11][CH2:12][N:13]2[CH2:14][CH2:15][O:16][CH2:17][CH2:18]2)=[C:6]([CH:5]=1)[NH2:19], predict the reactants needed to synthesize it. The reactants are: [CH3:1][O:2][CH:3]([O:22][CH3:23])[C:4]1[CH:9]=[CH:8][C:7]([O:10][CH2:11][CH2:12][N:13]2[CH2:18][CH2:17][O:16][CH2:15][CH2:14]2)=[C:6]([N+:19]([O-])=O)[CH:5]=1. (2) Given the product [Cl:8][C:9]1[CH:14]=[CH:13][CH:12]=[C:11]([C:15]([F:16])([F:18])[F:17])[C:10]=1[CH2:19][N:20]1[CH2:24][C@@H:23]([CH3:25])[C@@:22]([CH2:42][C:43]([OH:45])=[O:44])([C:26](=[O:41])[NH:27][CH:28]2[CH2:33][CH2:32][N:31]([CH2:34][C:35]3[CH2:40][CH2:39][CH2:38][CH2:37][CH:36]=3)[CH2:30][CH2:29]2)[CH2:21]1, predict the reactants needed to synthesize it. The reactants are: FC(F)(F)C(O)=O.[Cl:8][C:9]1[CH:14]=[CH:13][CH:12]=[C:11]([C:15]([F:18])([F:17])[F:16])[C:10]=1[CH2:19][N:20]1[CH2:24][C@@H:23]([CH3:25])[C@@:22]([CH2:42][C:43]([O:45]C(C)(C)C)=[O:44])([C:26](=[O:41])[NH:27][CH:28]2[CH2:33][CH2:32][N:31]([CH2:34][C:35]3[CH2:40][CH2:39][CH2:38][CH2:37][CH:36]=3)[CH2:30][CH2:29]2)[CH2:21]1.